Dataset: NCI-60 drug combinations with 297,098 pairs across 59 cell lines. Task: Regression. Given two drug SMILES strings and cell line genomic features, predict the synergy score measuring deviation from expected non-interaction effect. (1) Drug 1: C1=NC2=C(N=C(N=C2N1C3C(C(C(O3)CO)O)O)F)N. Synergy scores: CSS=1.19, Synergy_ZIP=-6.22, Synergy_Bliss=-8.20, Synergy_Loewe=-7.44, Synergy_HSA=-5.92. Cell line: HCT116. Drug 2: COC1=NC(=NC2=C1N=CN2C3C(C(C(O3)CO)O)O)N. (2) Drug 1: CC1C(C(CC(O1)OC2CC(CC3=C2C(=C4C(=C3O)C(=O)C5=C(C4=O)C(=CC=C5)OC)O)(C(=O)C)O)N)O.Cl. Drug 2: C1CC(=O)NC(=O)C1N2C(=O)C3=CC=CC=C3C2=O. Cell line: HOP-62. Synergy scores: CSS=24.8, Synergy_ZIP=-6.24, Synergy_Bliss=0.912, Synergy_Loewe=-28.7, Synergy_HSA=-1.89. (3) Drug 1: CCC1=CC2CC(C3=C(CN(C2)C1)C4=CC=CC=C4N3)(C5=C(C=C6C(=C5)C78CCN9C7C(C=CC9)(C(C(C8N6C)(C(=O)OC)O)OC(=O)C)CC)OC)C(=O)OC.C(C(C(=O)O)O)(C(=O)O)O. Drug 2: CC(C)(C#N)C1=CC(=CC(=C1)CN2C=NC=N2)C(C)(C)C#N. Cell line: NCI-H522. Synergy scores: CSS=58.0, Synergy_ZIP=-3.31, Synergy_Bliss=-3.36, Synergy_Loewe=-2.46, Synergy_HSA=-0.574. (4) Drug 1: CN(C)N=NC1=C(NC=N1)C(=O)N. Drug 2: C(CC(=O)O)C(=O)CN.Cl. Cell line: MDA-MB-231. Synergy scores: CSS=8.50, Synergy_ZIP=-2.05, Synergy_Bliss=-3.62, Synergy_Loewe=-8.75, Synergy_HSA=-6.47. (5) Drug 1: CC1C(C(CC(O1)OC2CC(CC3=C2C(=C4C(=C3O)C(=O)C5=C(C4=O)C(=CC=C5)OC)O)(C(=O)C)O)N)O.Cl. Drug 2: COCCOC1=C(C=C2C(=C1)C(=NC=N2)NC3=CC=CC(=C3)C#C)OCCOC.Cl. Cell line: HCC-2998. Synergy scores: CSS=9.21, Synergy_ZIP=-1.77, Synergy_Bliss=6.03, Synergy_Loewe=-11.9, Synergy_HSA=2.66. (6) Drug 1: CC(C1=C(C=CC(=C1Cl)F)Cl)OC2=C(N=CC(=C2)C3=CN(N=C3)C4CCNCC4)N. Drug 2: CCC1=CC2CC(C3=C(CN(C2)C1)C4=CC=CC=C4N3)(C5=C(C=C6C(=C5)C78CCN9C7C(C=CC9)(C(C(C8N6C)(C(=O)OC)O)OC(=O)C)CC)OC)C(=O)OC.C(C(C(=O)O)O)(C(=O)O)O. Cell line: SK-MEL-2. Synergy scores: CSS=63.6, Synergy_ZIP=20.1, Synergy_Bliss=20.4, Synergy_Loewe=8.36, Synergy_HSA=19.6. (7) Drug 1: CC12CCC3C(C1CCC2=O)CC(=C)C4=CC(=O)C=CC34C. Drug 2: CCC1(CC2CC(C3=C(CCN(C2)C1)C4=CC=CC=C4N3)(C5=C(C=C6C(=C5)C78CCN9C7C(C=CC9)(C(C(C8N6C)(C(=O)OC)O)OC(=O)C)CC)OC)C(=O)OC)O.OS(=O)(=O)O. Cell line: MDA-MB-435. Synergy scores: CSS=49.1, Synergy_ZIP=-4.96, Synergy_Bliss=-8.03, Synergy_Loewe=-14.2, Synergy_HSA=-6.25. (8) Drug 1: CN1C2=C(C=C(C=C2)N(CCCl)CCCl)N=C1CCCC(=O)O.Cl. Drug 2: CC1CCC2CC(C(=CC=CC=CC(CC(C(=O)C(C(C(=CC(C(=O)CC(OC(=O)C3CCCCN3C(=O)C(=O)C1(O2)O)C(C)CC4CCC(C(C4)OC)O)C)C)O)OC)C)C)C)OC. Cell line: DU-145. Synergy scores: CSS=4.94, Synergy_ZIP=-4.96, Synergy_Bliss=-6.02, Synergy_Loewe=-8.59, Synergy_HSA=-4.41. (9) Drug 1: CC12CCC(CC1=CCC3C2CCC4(C3CC=C4C5=CN=CC=C5)C)O. Drug 2: CN1C(=O)N2C=NC(=C2N=N1)C(=O)N. Cell line: RXF 393. Synergy scores: CSS=13.2, Synergy_ZIP=-1.71, Synergy_Bliss=0.733, Synergy_Loewe=-21.7, Synergy_HSA=-0.845. (10) Drug 1: C1=CC(=CC=C1CC(C(=O)O)N)N(CCCl)CCCl.Cl. Drug 2: C1CN(CCN1C(=O)CCBr)C(=O)CCBr. Cell line: ACHN. Synergy scores: CSS=53.0, Synergy_ZIP=3.79, Synergy_Bliss=5.35, Synergy_Loewe=-2.05, Synergy_HSA=4.54.